This data is from Forward reaction prediction with 1.9M reactions from USPTO patents (1976-2016). The task is: Predict the product of the given reaction. (1) Given the reactants [Br:1][C:2]1[C:7]([CH:8]=O)=[C:6]([F:10])[C:5]([F:11])=[CH:4][CH:3]=1.S([O-])(OCCCCCCCCCCCC)(=O)=O.[Na+].C(OI(C1C=CC=CC=1)OC(=O)C)(=O)C.C([O-])(=O)C.[NH4+:49].S([O-])([O-])(=O)=S.[Na+].[Na+], predict the reaction product. The product is: [Br:1][C:2]1[C:7]([C:8]#[N:49])=[C:6]([F:10])[C:5]([F:11])=[CH:4][CH:3]=1. (2) Given the reactants [N:1]1[CH:6]=[CH:5][C:4]([C:7]2[CH:12]=[CH:11][C:10]([NH2:13])=[CH:9][CH:8]=2)=[CH:3][CH:2]=1.[Br:14][C:15]1[CH:16]=[C:17]2[C:22](=[CH:23][CH:24]=1)[C:21](=[O:25])[NH:20][C:19](=[O:26])[C:18]2=[CH:27]OC.CCOC(C)=O.O, predict the reaction product. The product is: [Br:14][C:15]1[CH:16]=[C:17]2[C:22](=[CH:23][CH:24]=1)[C:21](=[O:25])[NH:20][C:19](=[O:26])[C:18]2=[CH:27][NH:13][C:10]1[CH:11]=[CH:12][C:7]([C:4]2[CH:5]=[CH:6][N:1]=[CH:2][CH:3]=2)=[CH:8][CH:9]=1. (3) Given the reactants Br[C:2]1[C:7]([C:8]([F:11])([F:10])[F:9])=[CH:6][C:5]([NH:12][C:13]2[N:17]=[C:16]([NH2:18])[NH:15][N:14]=2)=[CH:4][C:3]=1[Cl:19].[O:20]1[CH2:23][CH:22]([NH:24][S:25]([C:28]2[CH:33]=[CH:32][C:31](B3OC(C)(C)C(C)(C)O3)=[CH:30][CH:29]=2)(=[O:27])=[O:26])[CH2:21]1.C(=O)([O-])[O-].[Na+].[Na+].O, predict the reaction product. The product is: [NH2:18][C:16]1[NH:15][N:14]=[C:13]([NH:12][C:5]2[CH:6]=[C:7]([C:8]([F:11])([F:10])[F:9])[C:2]([C:31]3[CH:32]=[CH:33][C:28]([S:25]([NH:24][CH:22]4[CH2:23][O:20][CH2:21]4)(=[O:27])=[O:26])=[CH:29][CH:30]=3)=[C:3]([Cl:19])[CH:4]=2)[N:17]=1. (4) Given the reactants [CH3:1][CH:2]([CH2:4][CH:5]([OH:14])[CH2:6][CH2:7][C:8]#[C:9][Si:10]([CH3:13])([CH3:12])[CH3:11])[CH3:3].CCN(CC)CC.Cl[S:23]([N:26]=C=O)(=[O:25])=[O:24].C(O)=O, predict the reaction product. The product is: [S:23](=[O:25])(=[O:24])([O:14][CH:5]([CH2:6][CH2:7][C:8]#[C:9][Si:10]([CH3:13])([CH3:11])[CH3:12])[CH2:4][CH:2]([CH3:1])[CH3:3])[NH2:26]. (5) Given the reactants [Cl:1][C:2]1[N:3]=[C:4]([CH3:19])[C:5]2[CH:10]([CH3:11])[CH2:9][N:8](C(OC(C)(C)C)=O)[C:6]=2[N:7]=1.FC(F)(F)C(O)=O, predict the reaction product. The product is: [Cl:1][C:2]1[N:3]=[C:4]([CH3:19])[C:5]2[CH:10]([CH3:11])[CH2:9][NH:8][C:6]=2[N:7]=1. (6) Given the reactants [O:1]1[CH2:5][CH2:4][CH:3]([C:6]([NH2:8])=[O:7])[CH2:2]1.C(Cl)(=O)[C:10](Cl)=[O:11].[NH2:15][C:16]1[N:21]=[CH:20][C:19]([O:22][C:23]2[CH:28]=[CH:27][N:26]=[C:25]([NH:29][C:30](=[O:32])[CH3:31])[CH:24]=2)=[CH:18][CH:17]=1.O, predict the reaction product. The product is: [C:30]([NH:29][C:25]1[CH:24]=[C:23]([O:22][C:19]2[CH:18]=[CH:17][C:16]([NH:15][C:10]([NH:8][C:6]([CH:3]3[CH2:4][CH2:5][O:1][CH2:2]3)=[O:7])=[O:11])=[N:21][CH:20]=2)[CH:28]=[CH:27][N:26]=1)(=[O:32])[CH3:31].